Dataset: Catalyst prediction with 721,799 reactions and 888 catalyst types from USPTO. Task: Predict which catalyst facilitates the given reaction. (1) Product: [CH2:34]([N:41]([CH2:42][CH3:43])[C:8](/[N:10]=[C:11]1\[S:12][C:13]([CH3:26])=[CH:14][N:15]\1[C:16]1[CH:17]=[CH:18][C:19]([C:22]([F:25])([F:23])[F:24])=[CH:20][CH:21]=1)=[O:9])[C:35]1[CH:40]=[CH:39][CH:38]=[CH:37][CH:36]=1. The catalyst class is: 10. Reactant: [I-].C[N+]1C=CN([C:8](/[N:10]=[C:11]2\[S:12][C:13]([CH3:26])=[CH:14][N:15]\2[C:16]2[CH:21]=[CH:20][C:19]([C:22]([F:25])([F:24])[F:23])=[CH:18][CH:17]=2)=[O:9])C=1.C(NC(C)C)(C)C.[CH2:34]([NH:41][CH2:42][CH3:43])[C:35]1[CH:40]=[CH:39][CH:38]=[CH:37][CH:36]=1. (2) Reactant: [O:1]1[CH2:6][CH2:5][CH:4]([CH:7]=[O:8])[CH2:3][CH2:2]1.C[Mg]Br.C1COCC1.Cl.C(N(CC)CC)C.[CH3:25][S:26](Cl)(=[O:28])=[O:27].[C:30](=O)([O-])O.[Na+]. Product: [CH3:25][S:26]([O:8][CH:7]([CH:4]1[CH2:5][CH2:6][O:1][CH2:2][CH2:3]1)[CH3:30])(=[O:28])=[O:27]. The catalyst class is: 56. (3) Reactant: [C:1]([OH:20])(=O)[CH2:2][CH2:3][CH2:4][CH2:5][CH2:6][CH2:7][CH2:8]/[CH:9]=[CH:10]\[CH2:11]/[CH:12]=[CH:13]\[CH2:14]/[CH:15]=[CH:16]\[CH2:17][CH3:18].[NH2:21][C:22]1[CH:23]=[CH:24][C:25]([OH:32])=[C:26]([CH:31]=1)[C:27]([O:29]C)=[O:28].Cl.C(N=C=NCCCN(C)C)C.CN(C1C=CC=CN=1)C. Product: [OH:32][C:25]1[CH:24]=[CH:23][C:22]([NH:21][C:1](=[O:20])[CH2:2][CH2:3][CH2:4][CH2:5][CH2:6][CH2:7][CH2:8]/[CH:9]=[CH:10]\[CH2:11]/[CH:12]=[CH:13]\[CH2:14]/[CH:15]=[CH:16]\[CH2:17][CH3:18])=[CH:31][C:26]=1[C:27]([OH:29])=[O:28]. The catalyst class is: 2. (4) Reactant: [C:1]([Si:5]([CH3:8])([CH3:7])Cl)([CH3:4])([CH3:3])[CH3:2].[OH:9][C:10]1[CH:11]=[C:12]([CH:15]=[CH:16][CH:17]=1)[CH:13]=[O:14].N1C=CN=C1. Product: [C:1]([Si:5]([CH3:8])([CH3:7])[O:9][C:10]1[CH:11]=[C:12]([CH:15]=[CH:16][CH:17]=1)[CH:13]=[O:14])([CH3:4])([CH3:3])[CH3:2]. The catalyst class is: 22. (5) Reactant: [CH3:1][C:2]1[CH:3]=[CH:4][C:5]([N+:11]([O-:13])=[O:12])=[C:6]([CH:10]=1)[C:7]([NH2:9])=O.P(Cl)(Cl)(Cl)=O.N. Product: [CH3:1][C:2]1[CH:3]=[CH:4][C:5]([N+:11]([O-:13])=[O:12])=[C:6]([CH:10]=1)[C:7]#[N:9]. The catalyst class is: 9.